From a dataset of Full USPTO retrosynthesis dataset with 1.9M reactions from patents (1976-2016). Predict the reactants needed to synthesize the given product. (1) Given the product [Cl:1]([O-:5])(=[O:4])(=[O:3])=[O:2].[C:6]([O:10][C:11]([NH:13][CH2:14][C:15]1[C+:16]=[C:17]2[C:21](=[CH:22][CH:23]=1)[N:20]1[CH2:24][CH:25]=[C:26]([CH:28]=[CH:33][N:34]([CH3:36])[CH3:35])[CH:27]=[C:19]1[C:18]2([CH3:30])[CH3:29])=[O:12])([CH3:9])([CH3:7])[CH3:8], predict the reactants needed to synthesize it. The reactants are: [Cl:1]([O-:5])(=[O:4])(=[O:3])=[O:2].[C:6]([O:10][C:11]([NH:13][CH2:14][C:15]1[C+:16]=[C:17]2[C:21](=[CH:22][CH:23]=1)[N:20]1[CH2:24][CH:25]=[C:26]([CH3:28])[CH:27]=[C:19]1[C:18]2([CH3:30])[CH3:29])=[O:12])([CH3:9])([CH3:8])[CH3:7].CO[CH:33](OC)[N:34]([CH3:36])[CH3:35].N12CCCN=C1CCCCC2. (2) Given the product [CH3:1][C:2]1[CH:3]=[C:4]([CH2:5][N:22]2[CH2:26][CH2:25][CH2:24][CH2:23]2)[CH:7]=[CH:8][C:9]=1[N:10]1[CH2:12][CH:13]([CH2:16][N:17]2[CH2:18][CH2:19][CH2:20][CH2:21]2)[CH2:14][CH2:15]1, predict the reactants needed to synthesize it. The reactants are: [CH3:1][C:2]1[CH:3]=[C:4]([CH:7]=[CH:8][C:9]=1[N:10]1[CH2:15][CH2:14][CH:13]([CH2:16][N:17]2[CH2:21][CH2:20][CH2:19][CH2:18]2)[CH2:12]C1)[CH:5]=O.[NH:22]1[CH2:26][CH2:25][CH2:24][CH2:23]1. (3) The reactants are: [F:1][C:2]1[CH:10]=[C:9]2[C:5]([C:6]([C:11]3[CH:12]=[CH:13][C:14]([NH2:17])=[N:15][CH:16]=3)=[CH:7][NH:8]2)=[CH:4][CH:3]=1.[N:18]1([C:26]([O:28][C:29]([CH3:32])([CH3:31])[CH3:30])=[O:27])[CH2:25][CH2:24][CH2:23][C@H:19]1[C:20](O)=[O:21]. Given the product [F:1][C:2]1[CH:10]=[C:9]2[C:5]([C:6]([C:11]3[CH:12]=[CH:13][C:14]([NH:17][C:20]([C@@H:19]4[CH2:23][CH2:24][CH2:25][N:18]4[C:26]([O:28][C:29]([CH3:32])([CH3:31])[CH3:30])=[O:27])=[O:21])=[N:15][CH:16]=3)=[CH:7][NH:8]2)=[CH:4][CH:3]=1, predict the reactants needed to synthesize it. (4) Given the product [C:1]([C@H:5]1[CH2:10][CH2:9][C@H:8]([O:11][C:12]2[C:13]([C:29]3[CH:30]=[CH:31][CH:32]=[CH:33][CH:34]=3)=[C:14]3[C:19](=[CH:20][CH:21]=2)[CH:18]=[C:17]([C@:22]2([CH3:28])[CH2:26][O:25][C:24](=[O:27])[NH:23]2)[CH:16]=[CH:15]3)[CH2:7][CH2:6]1)([CH3:2])([CH3:3])[CH3:4], predict the reactants needed to synthesize it. The reactants are: [C:1]([C@H:5]1[CH2:10][CH2:9][C@H:8]([O:11][C:12]2[C:13]([C:29]3[CH:34]=[CH:33][C:32](OC(F)(F)F)=[CH:31][CH:30]=3)=[C:14]3[C:19](=[CH:20][CH:21]=2)[CH:18]=[C:17]([C@:22]2([CH3:28])[CH2:26][O:25][C:24](=[O:27])[NH:23]2)[CH:16]=[CH:15]3)[CH2:7][CH2:6]1)([CH3:4])([CH3:3])[CH3:2].C1(B(O)O)C=CC=CC=1.